This data is from Full USPTO retrosynthesis dataset with 1.9M reactions from patents (1976-2016). The task is: Predict the reactants needed to synthesize the given product. (1) Given the product [CH2:18]([O:11][C:5]1[CH:4]=[CH:3][C:2]([Cl:1])=[CH:10][C:6]=1[C:7]([NH2:9])=[O:8])[C:19]1[CH:24]=[CH:23][CH:22]=[CH:21][CH:20]=1, predict the reactants needed to synthesize it. The reactants are: [Cl:1][C:2]1[CH:3]=[CH:4][C:5]([OH:11])=[C:6]([CH:10]=1)[C:7]([NH2:9])=[O:8].C([O-])([O-])=O.[K+].[K+].[CH2:18](Br)[C:19]1[CH:24]=[CH:23][CH:22]=[CH:21][CH:20]=1. (2) Given the product [ClH:4].[N:5]12[CH2:12][CH2:11][CH:8]([CH2:9][CH2:10]1)[C@@H:7]([NH:13][C:14]([CH:16]1[CH2:29][CH2:28][C:19]3([CH2:20][CH2:21][NH:22][CH2:23][CH2:24]3)[CH2:18][CH2:17]1)=[O:15])[CH2:6]2, predict the reactants needed to synthesize it. The reactants are: C([Cl:4])(=O)C.[N:5]12[CH2:12][CH2:11][CH:8]([CH2:9][CH2:10]1)[C@@H:7]([NH:13][C:14]([CH:16]1[CH2:29][CH2:28][C:19]3([CH2:24][CH2:23][N:22](C([O-])=O)[CH2:21][CH2:20]3)[CH2:18][CH2:17]1)=[O:15])[CH2:6]2.